This data is from Forward reaction prediction with 1.9M reactions from USPTO patents (1976-2016). The task is: Predict the product of the given reaction. (1) Given the reactants [NH2:1][C:2]1[CH:7]=[CH:6][C:5]([C@@H:8]([CH3:12])[C:9]([NH2:11])=[O:10])=[CH:4][CH:3]=1.[CH3:13][CH:14]([S:16](Cl)(=[O:18])=[O:17])[CH3:15], predict the reaction product. The product is: [CH:14]([S:16]([NH:1][C:2]1[CH:3]=[CH:4][C:5]([CH:8]([CH3:12])[C:9]([NH2:11])=[O:10])=[CH:6][CH:7]=1)(=[O:18])=[O:17])([CH3:15])[CH3:13]. (2) Given the reactants [CH3:1][C:2]([C:4]1[C:9]([F:10])=[C:8]([F:11])[CH:7]=[C:6]([F:12])[CH:5]=1)=[O:3].[BH4-].[Na+], predict the reaction product. The product is: [F:10][C:9]1[C:8]([F:11])=[CH:7][C:6]([F:12])=[CH:5][C:4]=1[CH:2]([CH3:1])[OH:3]. (3) Given the reactants Cl[C:2]1[C:7]([C:8]([O:10][CH2:11][CH3:12])=[O:9])=[CH:6][N:5]=[C:4]([S:13][CH3:14])[N:3]=1.[C:15]([NH:23][NH2:24])(=[O:22])[C:16]1[CH:21]=[CH:20][CH:19]=[CH:18][CH:17]=1.CC(C)([O-])C.[K+].O, predict the reaction product. The product is: [C:15]([NH:23][NH:24][C:2]1[C:7]([C:8]([O:10][CH2:11][CH3:12])=[O:9])=[CH:6][N:5]=[C:4]([S:13][CH3:14])[N:3]=1)(=[O:22])[C:16]1[CH:21]=[CH:20][CH:19]=[CH:18][CH:17]=1. (4) Given the reactants [Br:1][C:2]1[CH:3]=[C:4]2[C:9](=[CH:10][CH:11]=1)[C:8](=[O:12])[NH:7][C:6](=[O:13])[C:5]2=[CH:14]OC.CN(C)C=O.[CH3:22][N:23]([CH3:29])[CH2:24][CH2:25][CH2:26][CH2:27][NH2:28], predict the reaction product. The product is: [Br:1][C:2]1[CH:3]=[C:4]2[C:9](=[CH:10][CH:11]=1)[C:8](=[O:12])[NH:7][C:6](=[O:13])/[C:5]/2=[CH:14]\[NH:28][CH2:27][CH2:26][CH2:25][CH2:24][N:23]([CH3:29])[CH3:22]. (5) Given the reactants [CH:1]([C:3]1[CH:12]=[CH:11][C:10]2[C:9]([OH:13])=[CH:8][N:7]=[CH:6][C:5]=2[N:4]=1)=[CH2:2].CCN(CC)CC.[O:21](S(C(F)(F)F)(=O)=O)[S:22]([C:25]([F:28])([F:27])[F:26])(=O)=[O:23], predict the reaction product. The product is: [F:26][C:25]([F:28])([F:27])[S:22]([O:13][C:9]1[CH:8]=[N:7][CH:6]=[C:5]2[C:10]=1[CH:11]=[CH:12][C:3]([CH:1]=[CH2:2])=[N:4]2)(=[O:23])=[O:21]. (6) Given the reactants C1(C(C2C=CC=CC=2)[N:8]2[C:16]3[C:11](=[CH:12][CH:13]=[CH:14][CH:15]=3)[C:10]3([C:20]4[CH:21]=[C:22]([F:26])[C:23]([F:25])=[CH:24][C:19]=4[O:18][CH2:17]3)[C:9]2=[O:27])C=CC=CC=1.O, predict the reaction product. The product is: [F:26][C:22]1[C:23]([F:25])=[CH:24][C:19]2[O:18][CH2:17][C:10]3([C:11]4[C:16](=[CH:15][CH:14]=[CH:13][CH:12]=4)[NH:8][C:9]3=[O:27])[C:20]=2[CH:21]=1. (7) Given the reactants [NH2:1][CH:2]1[CH2:6][CH2:5][N:4]([C:7](=[O:37])[CH:8]([N:15]2[C:19]3[CH:20]=[C:21]([Cl:24])[CH:22]=[CH:23][C:18]=3[N:17]([S:25]([C:28]3[CH:33]=[CH:32][C:31]([O:34][CH3:35])=[CH:30][CH:29]=3)(=[O:27])=[O:26])[C:16]2=[O:36])[C:9]2[CH:14]=[CH:13][CH:12]=[CH:11][CH:10]=2)[CH2:3]1.C(OC([N:45]1[CH2:50][CH2:49][C:48](=O)[CH2:47][CH2:46]1)=O)(C)(C)C.C(O[BH-](OC(=O)C)OC(=O)C)(=O)C, predict the reaction product. The product is: [Cl:24][C:21]1[CH:22]=[CH:23][C:18]2[N:17]([S:25]([C:28]3[CH:29]=[CH:30][C:31]([O:34][CH3:35])=[CH:32][CH:33]=3)(=[O:27])=[O:26])[C:16](=[O:36])[N:15]([CH:8]([C:9]3[CH:14]=[CH:13][CH:12]=[CH:11][CH:10]=3)[C:7](=[O:37])[N:4]3[CH2:5][CH2:6][CH:2]([NH:1][CH:48]4[CH2:49][CH2:50][NH:45][CH2:46][CH2:47]4)[CH2:3]3)[C:19]=2[CH:20]=1. (8) Given the reactants [CH3:1][C:2]1([CH3:20])[C:10]2[C:5](=[CH:6][CH:7]=[C:8](OS(C(F)(F)F)(=O)=O)[CH:9]=2)[C:4](=[O:19])[CH2:3]1.[CH3:21][O:22][C:23]1[CH:24]=[C:25](B(O)O)[CH:26]=[CH:27][CH:28]=1, predict the reaction product. The product is: [CH3:21][O:22][C:23]1[CH:28]=[C:27]([C:8]2[CH:9]=[C:10]3[C:5](=[CH:6][CH:7]=2)[C:4](=[O:19])[CH2:3][C:2]3([CH3:20])[CH3:1])[CH:26]=[CH:25][CH:24]=1.